Dataset: Forward reaction prediction with 1.9M reactions from USPTO patents (1976-2016). Task: Predict the product of the given reaction. (1) Given the reactants [SH:1][C:2]1[S:3][C:4]2[CH2:14][CH2:13][C:12]3[C:7](=[CH:8][CH:9]=[CH:10][C:11]=3[O:15][CH2:16][C:17]([O:19]CC)=[O:18])[C:5]=2[N:6]=1.[CH2:22](Br)[C:23]1[CH:28]=[CH:27][CH:26]=[CH:25][CH:24]=1, predict the reaction product. The product is: [CH2:22]([S:1][C:2]1[S:3][C:4]2[CH2:14][CH2:13][C:12]3[C:7](=[CH:8][CH:9]=[CH:10][C:11]=3[O:15][CH2:16][C:17]([OH:19])=[O:18])[C:5]=2[N:6]=1)[C:23]1[CH:28]=[CH:27][CH:26]=[CH:25][CH:24]=1. (2) Given the reactants C(=O)([O-])[O-].[K+].[K+].[OH:7][C:8]1[CH:20]=[CH:19][CH:18]=[CH:17][C:9]=1[CH2:10][CH:11]1[CH2:16][CH2:15][O:14][C:12]1=[O:13].S(C1C=CC([N+]([O-])=O)=CC=1)(O[CH2:25][C@H:26]1[O:28][CH2:27]1)(=O)=O, predict the reaction product. The product is: [O:28]1[CH2:27][CH:26]1[CH2:25][O:7][C:8]1[CH:20]=[CH:19][CH:18]=[CH:17][C:9]=1[CH2:10][C@H:11]1[CH2:16][CH2:15][O:14][C:12]1=[O:13]. (3) Given the reactants FC(F)(F)[C:3]1[CH:4]=[C:5]([NH:9][C:10](=[O:29])[NH:11][C:12]2[CH:17]=[CH:16][C:15]([C:18]3[S:22][C:21]([CH2:23][CH2:24][C:25]([O:27][CH3:28])=[O:26])=[N:20][CH:19]=3)=[CH:14][CH:13]=2)[CH:6]=[CH:7][CH:8]=1.N(C1CCCCC1)=C=O, predict the reaction product. The product is: [CH:5]1([NH:9][C:10](=[O:29])[NH:11][C:12]2[CH:13]=[CH:14][C:15]([C:18]3[S:22][C:21]([CH2:23][CH2:24][C:25]([O:27][CH3:28])=[O:26])=[N:20][CH:19]=3)=[CH:16][CH:17]=2)[CH2:4][CH2:3][CH2:8][CH2:7][CH2:6]1. (4) Given the reactants F[C:2]1[C:3]([I:8])=[N:4][CH:5]=[CH:6][CH:7]=1.[CH3:9][S-:10].[Na+], predict the reaction product. The product is: [I:8][C:3]1[C:2]([S:10][CH3:9])=[CH:7][CH:6]=[CH:5][N:4]=1. (5) Given the reactants C([O:3][C:4]([C:6]1([NH:16][C:17](=[O:28])[C:18]2[CH:23]=[CH:22][CH:21]=[C:20]([CH3:24])[C:19]=2/[CH:25]=[CH:26]/[CH3:27])[CH2:14][C:13]2[C:8](=[CH:9][CH:10]=[C:11]([F:15])[CH:12]=2)[CH2:7]1)=[O:5])C.[OH-].[K+].O, predict the reaction product. The product is: [F:15][C:11]1[CH:12]=[C:13]2[C:8](=[CH:9][CH:10]=1)[CH2:7][C:6]([NH:16][C:17](=[O:28])[C:18]1[CH:23]=[CH:22][CH:21]=[C:20]([CH3:24])[C:19]=1/[CH:25]=[CH:26]/[CH3:27])([C:4]([OH:5])=[O:3])[CH2:14]2. (6) Given the reactants [S:1](Cl)([CH3:4])(=[O:3])=[O:2].[C:6]([O:10][C:11](=[O:26])[NH:12][CH2:13][CH:14]([C:18]1[CH:23]=[CH:22][C:21]([Br:24])=[CH:20][C:19]=1[CH3:25])[CH2:15][CH2:16][OH:17])([CH3:9])([CH3:8])[CH3:7].[NH4+].[Cl-], predict the reaction product. The product is: [Br:24][C:21]1[CH:22]=[CH:23][C:18]([CH:14]([CH2:13][NH:12][C:11]([O:10][C:6]([CH3:8])([CH3:9])[CH3:7])=[O:26])[CH2:15][CH2:16][O:17][S:1]([CH3:4])(=[O:3])=[O:2])=[C:19]([CH3:25])[CH:20]=1.